Dataset: Reaction yield outcomes from USPTO patents with 853,638 reactions. Task: Predict the reaction yield, written as a fraction of the theoretical maximum amount of product (1.0 means a 100% yield; for example, 0.34 means a 34% yield). (1) The reactants are B(Br)(Br)Br.C([O:12][C:13]1[CH:18]=[CH:17][C:16]([C:19]2[C:23](=[O:24])[C:22]([CH3:26])([CH3:25])[O:21][C:20]=2[C:27]2[CH:34]=[CH:33][C:30]([C:31]#[N:32])=[CH:29][CH:28]=2)=[CH:15][CH:14]=1)C1C=CC=CC=1. The catalyst is C(Cl)Cl. The product is [OH:12][C:13]1[CH:14]=[CH:15][C:16]([C:19]2[C:23](=[O:24])[C:22]([CH3:25])([CH3:26])[O:21][C:20]=2[C:27]2[CH:28]=[CH:29][C:30]([C:31]#[N:32])=[CH:33][CH:34]=2)=[CH:17][CH:18]=1. The yield is 0.932. (2) The reactants are [F:1][C:2]1[CH:7]=[CH:6][C:5]([O:8][CH3:9])=[CH:4][C:3]=1[C:10]1[CH:15]=[CH:14][C:13]([CH2:16][OH:17])=[CH:12][C:11]=1[C:18](=[O:23])[C:19]([CH3:22])([CH3:21])[CH3:20].[Si:24](Cl)([C:27]([CH3:30])([CH3:29])[CH3:28])([CH3:26])[CH3:25]. The catalyst is C(Cl)Cl.CN(C1C=CN=CC=1)C. The product is [CH3:28][C:27]([Si:24]([CH3:26])([CH3:25])[O:17][CH2:16][C:13]1[CH:14]=[CH:15][C:10]([C:3]2[CH:4]=[C:5]([O:8][CH3:9])[CH:6]=[CH:7][C:2]=2[F:1])=[C:11]([C:18](=[O:23])[C:19]([CH3:20])([CH3:22])[CH3:21])[CH:12]=1)([CH3:30])[CH3:29]. The yield is 0.960. (3) The reactants are C(S[C:9]1[CH:10]=[CH:11][C:12]([I:22])=[C:13](/[CH:15]=[CH:16]/[C:17]([O:19][CH2:20][CH3:21])=[O:18])[CH:14]=1)C1C=CC=CC=1.ClN1C(C)(C)C(=O)N(Cl)C1=O.[S:34](Cl)(Cl)(=[O:36])=[O:35].N1CC(=O)NC1=O.S(=O)(O)[O-].[Na+].[NH2:51][C:52]1[CH:56]=[CH:55][O:54][N:53]=1.N1C=CC=CC=1.Cl. The catalyst is C(#N)C.CCOC(C)=O.O.C(O)(=O)C. The product is [I:22][C:12]1[CH:11]=[CH:10][C:9]([S:34](=[O:36])(=[O:35])[NH:51][C:52]2[CH:56]=[CH:55][O:54][N:53]=2)=[CH:14][C:13]=1/[CH:15]=[CH:16]/[C:17]([O:19][CH2:20][CH3:21])=[O:18]. The yield is 0.362. (4) The reactants are [CH2:1]([N:28]1[C:32]([CH3:34])([CH3:33])[C:31](=[O:35])[N:30]([C:36]2[CH:41]=[CH:40][C:39]([N+:42]([O-:44])=[O:43])=[C:38](C(F)(F)F)[CH:37]=2)[C:29]1=[O:49])[CH2:2][CH2:3][CH2:4][CH2:5][N:6]1[C:10]([CH3:12])([CH3:11])[C:9](=[O:13])[N:8]([C:14]2[CH:19]=[CH:18][C:17]([N+:20]([O-:22])=[O:21])=[C:16](C(F)(F)F)[CH:15]=2)[C:7]1=[O:27].CC1(C)NC(=O)N(C2C=CC([N+]([O-])=O)=C([C:66]([F:69])([F:68])[F:67])C=2)C1=O. No catalyst specified. The product is [CH2:1]([N:28]1[C:32]([CH3:33])([CH3:34])[C:31](=[O:35])[N:30]([C:36]2[CH:37]=[CH:38][C:39]([N+:42]([O-:44])=[O:43])=[CH:40][C:41]=2[C:66]([F:69])([F:68])[F:67])[C:29]1=[O:49])[CH2:2][CH2:3][CH2:4][CH2:5][N:6]1[C:10]([CH3:12])([CH3:11])[C:9](=[O:13])[N:8]([C:14]2[CH:19]=[CH:18][C:17]([N+:20]([O-:22])=[O:21])=[CH:16][C:15]=2[C:66]([F:69])([F:68])[F:67])[C:7]1=[O:27]. The yield is 0.120. (5) The reactants are NC1(C2C=CC(C3C(C4C=CC=CC=4)=CC4C(=O)CCCC=4N=3)=CC=2)CCC1.C(OC(=O)[NH:35][C:36]1([C:40]2[CH:45]=[CH:44][C:43]([C:46]3[C:47]([C:57]4[CH:62]=[CH:61][CH:60]=[CH:59][CH:58]=4)=[CH:48][C:49]4[NH:54][C:53](=[O:55])[CH2:52][O:51][C:50]=4[N:56]=3)=[CH:42][CH:41]=2)[CH2:39][CH2:38][CH2:37]1)(C)(C)C. No catalyst specified. The product is [NH2:35][C:36]1([C:40]2[CH:41]=[CH:42][C:43]([C:46]3[C:47]([C:57]4[CH:62]=[CH:61][CH:60]=[CH:59][CH:58]=4)=[CH:48][C:49]4[NH:54][C:53](=[O:55])[CH2:52][O:51][C:50]=4[N:56]=3)=[CH:44][CH:45]=2)[CH2:39][CH2:38][CH2:37]1. The yield is 0.730. (6) The reactants are [S:1]([Cl:4])(Cl)=[O:2].N[C:6]1[CH:7]=[CH:8][C:9]([Cl:12])=[N:10][CH:11]=1.Cl.N([O-])=[O:15].[Na+]. The catalyst is O.[Cu]Cl. The product is [Cl:12][C:9]1[CH:8]=[CH:7][C:6]([S:1]([Cl:4])(=[O:2])=[O:15])=[CH:11][N:10]=1. The yield is 0.820.